The task is: Predict which catalyst facilitates the given reaction.. This data is from Catalyst prediction with 721,799 reactions and 888 catalyst types from USPTO. Reactant: Br[C:2]([CH3:9])([CH3:8])[C:3]([O:5][CH2:6][CH3:7])=[O:4].[CH3:10][SH:11].[OH-].[K+]. Product: [CH2:6]([O:5][C:3](=[O:4])[C:2]([CH3:9])([S:11][CH3:10])[CH3:8])[CH3:7]. The catalyst class is: 8.